Predict the reactants needed to synthesize the given product. From a dataset of Full USPTO retrosynthesis dataset with 1.9M reactions from patents (1976-2016). (1) The reactants are: [NH2:1][C:2]1[C:3]([F:24])=[C:4]([C:8]2[N:9]=[C:10]([C:20]([CH3:23])([CH3:22])[CH3:21])[S:11][C:12]=2[C:13]2[CH:18]=[CH:17][N:16]=[C:15]([NH2:19])[N:14]=2)[CH:5]=[CH:6][CH:7]=1.[F:25][C:26]1[CH:31]=[CH:30][CH:29]=[CH:28][C:27]=1[S:32](Cl)(=[O:34])=[O:33]. Given the product [NH2:19][C:15]1[N:14]=[C:13]([C:12]2[S:11][C:10]([C:20]([CH3:21])([CH3:23])[CH3:22])=[N:9][C:8]=2[C:4]2[C:3]([F:24])=[C:2]([NH:1][S:32]([C:27]3[CH:28]=[CH:29][CH:30]=[CH:31][C:26]=3[F:25])(=[O:34])=[O:33])[CH:7]=[CH:6][CH:5]=2)[CH:18]=[CH:17][N:16]=1, predict the reactants needed to synthesize it. (2) Given the product [N:20]1[CH:21]=[CH:22][C:23]([C:26]2[CH2:30][CH:29]([CH2:31][NH:32][C:17]([C:15]3[CH:16]=[C:11]([C:5]4[CH:4]=[C:3]([CH2:1][CH3:2])[C:8](=[O:9])[NH:7][C:6]=4[CH3:10])[CH:12]=[N:13][CH:14]=3)=[O:19])[O:28][N:27]=2)=[CH:24][CH:25]=1, predict the reactants needed to synthesize it. The reactants are: [CH2:1]([C:3]1[C:8](=[O:9])[NH:7][C:6]([CH3:10])=[C:5]([C:11]2[CH:12]=[N:13][CH:14]=[C:15]([C:17]([OH:19])=O)[CH:16]=2)[CH:4]=1)[CH3:2].[N:20]1[CH:25]=[CH:24][C:23]([C:26]2[CH2:30][CH:29]([CH2:31][NH2:32])[O:28][N:27]=2)=[CH:22][CH:21]=1.